This data is from Forward reaction prediction with 1.9M reactions from USPTO patents (1976-2016). The task is: Predict the product of the given reaction. Given the reactants C(N(CC)CC)C.[Cl:8][C:9]1[CH:14]=[C:13](I)[C:12]([Cl:16])=[CH:11][N:10]=1.[C:17]([O:21][C:22]([N:24]1[CH2:29][CH2:28][CH:27]([C:30]#[CH:31])[CH2:26][CH2:25]1)=[O:23])([CH3:20])([CH3:19])[CH3:18], predict the reaction product. The product is: [C:17]([O:21][C:22]([N:24]1[CH2:29][CH2:28][CH:27]([C:30]#[C:31][C:13]2[C:12]([Cl:16])=[CH:11][N:10]=[C:9]([Cl:8])[CH:14]=2)[CH2:26][CH2:25]1)=[O:23])([CH3:20])([CH3:19])[CH3:18].